From a dataset of Full USPTO retrosynthesis dataset with 1.9M reactions from patents (1976-2016). Predict the reactants needed to synthesize the given product. (1) Given the product [F:1][C:2]1[CH:22]=[CH:21][CH:20]=[CH:19][C:3]=1[CH2:4][O:5][C:6]1[CH:10]=[C:9]([C:11]2[CH:16]=[CH:15][CH:14]=[CH:13][CH:12]=2)[NH:8][N:7]=1, predict the reactants needed to synthesize it. The reactants are: [F:1][C:2]1[CH:22]=[CH:21][CH:20]=[CH:19][C:3]=1[CH2:4][O:5][C:6]1[CH:10]=[C:9]([C:11]2[CH:16]=[CH:15][CH:14]=[CH:13][C:12]=2OC)[NH:8][N:7]=1.C(CC(OCC)=O)(=O)C1C=CC=CC=1. (2) Given the product [CH3:11][N:9]1[CH:10]=[C:6]([CH2:4][OH:3])[C:7]([C:12]([F:13])([F:14])[F:15])=[N:8]1, predict the reactants needed to synthesize it. The reactants are: C([O:3][C:4]([C:6]1[C:7]([C:12]([F:15])([F:14])[F:13])=[N:8][N:9]([CH3:11])[CH:10]=1)=O)C.[H-].C([Al+]CC(C)C)C(C)C. (3) Given the product [NH2:1][C:2]1[C:3]([C:16]2[CH:28]=[CH:27][C:19]([C:20]([O:22][C:23]([CH3:26])([CH3:24])[CH3:25])=[O:21])=[C:18]([F:29])[CH:17]=2)=[N:4][C:5]([C@@H:8]2[CH2:13][CH2:12][C@@H:11]([OH:14])[C@@H:10]([F:15])[CH2:9]2)=[CH:6][N:7]=1, predict the reactants needed to synthesize it. The reactants are: [NH2:1][C:2]1[C:3]([C:16]2[CH:28]=[CH:27][C:19]([C:20]([O:22][C:23]([CH3:26])([CH3:25])[CH3:24])=[O:21])=[C:18]([F:29])[CH:17]=2)=[N:4][C:5]([C@@H:8]2[CH2:13][CH2:12][C:11](=[O:14])[C@@H:10]([F:15])[CH2:9]2)=[CH:6][N:7]=1.[BH4-].[Na+]. (4) Given the product [Cl:1][C:2]1[CH:15]=[CH:14][C:5]([CH2:6][N:7]2[CH2:12][CH2:11][N:10]3[CH:26]=[C:20]([C:21]([O:23][CH2:24][CH3:25])=[O:22])[C:19]([OH:18])=[C:9]3[C:8]2=[O:13])=[CH:4][CH:3]=1, predict the reactants needed to synthesize it. The reactants are: [Cl:1][C:2]1[CH:15]=[CH:14][C:5]([CH2:6][N:7]2[CH2:12][CH2:11][NH:10][CH2:9][C:8]2=[O:13])=[CH:4][CH:3]=1.C([O:18][CH:19]=[C:20]([C:26](OCC)=O)[C:21]([O:23][CH2:24][CH3:25])=[O:22])C.C[Si]([N-][Si](C)(C)C)(C)C.[Li+].C1COCC1.